Dataset: Peptide-MHC class II binding affinity with 134,281 pairs from IEDB. Task: Regression. Given a peptide amino acid sequence and an MHC pseudo amino acid sequence, predict their binding affinity value. This is MHC class II binding data. (1) The peptide sequence is AAVGATPEAKFDSFV. The MHC is HLA-DQA10401-DQB10402 with pseudo-sequence HLA-DQA10401-DQB10402. The binding affinity (normalized) is 0.394. (2) The peptide sequence is EKKYFAAWQFEPLAA. The MHC is DRB1_0701 with pseudo-sequence DRB1_0701. The binding affinity (normalized) is 0.498. (3) The binding affinity (normalized) is 0. The MHC is HLA-DQA10501-DQB10302 with pseudo-sequence HLA-DQA10501-DQB10302. The peptide sequence is IGRNPNRDGDSYYYS. (4) The peptide sequence is YDKFRANVSTVLTGK. The MHC is DRB1_0404 with pseudo-sequence DRB1_0404. The binding affinity (normalized) is 0.469. (5) The peptide sequence is VGINTRNMTMSMSMI. The MHC is HLA-DQA10501-DQB10302 with pseudo-sequence HLA-DQA10501-DQB10302. The binding affinity (normalized) is 0.480. (6) The peptide sequence is SGVLLNHFGLVEARY. The MHC is DRB1_1101 with pseudo-sequence DRB1_1101. The binding affinity (normalized) is 0.223.